Dataset: Full USPTO retrosynthesis dataset with 1.9M reactions from patents (1976-2016). Task: Predict the reactants needed to synthesize the given product. (1) The reactants are: C[Si]([N-][Si](C)(C)C)(C)C.[K+].[P:11]([O-:18])([O:15][CH2:16][CH3:17])[O:12][CH2:13][CH3:14].[CH2:19]([O:26][C:27]([NH:29][CH2:30][CH2:31][CH:32]=[O:33])=[O:28])[C:20]1[CH:25]=[CH:24][CH:23]=[CH:22][CH:21]=1. Given the product [CH2:19]([O:26][C:27]([NH:29][CH2:30][CH2:31][CH:32]([P:11](=[O:18])([O:15][CH2:16][CH3:17])[O:12][CH2:13][CH3:14])[OH:33])=[O:28])[C:20]1[CH:25]=[CH:24][CH:23]=[CH:22][CH:21]=1, predict the reactants needed to synthesize it. (2) Given the product [C:11]1([CH:21]=[O:22])[C:20]2[C:15](=[CH:16][CH:17]=[CH:18][CH:19]=2)[CH:14]=[CH:13][CH:12]=1, predict the reactants needed to synthesize it. The reactants are: C(Cl)(=O)C(Cl)=O.CS(C)=O.[C:11]1([CH2:21][OH:22])[C:20]2[C:15](=[CH:16][CH:17]=[CH:18][CH:19]=2)[CH:14]=[CH:13][CH:12]=1.CCN(CC)CC.C(O)(=O)CC(CC(O)=O)(C(O)=O)O. (3) Given the product [F:1][C:2]1[CH:7]=[CH:6][CH:5]=[C:4]([F:8])[C:3]=1[N:9]1[C:14]2[N:15]=[C:16]([N:41]([CH2:40][CH2:39][CH2:38][N:37]([CH3:43])[CH3:36])[CH3:42])[N:17]=[C:18]([C:19]3[CH:20]=[C:21]([CH:28]=[CH:29][C:30]=3[CH3:31])[C:22]([NH:24][CH2:25][CH2:26][CH3:27])=[O:23])[C:13]=2[CH2:12][NH:11][C:10]1=[O:35], predict the reactants needed to synthesize it. The reactants are: [F:1][C:2]1[CH:7]=[CH:6][CH:5]=[C:4]([F:8])[C:3]=1[N:9]1[C:14]2[N:15]=[C:16](S(C)=O)[N:17]=[C:18]([C:19]3[CH:20]=[C:21]([CH:28]=[CH:29][C:30]=3[CH3:31])[C:22]([NH:24][CH2:25][CH2:26][CH3:27])=[O:23])[C:13]=2[CH2:12][NH:11][C:10]1=[O:35].[CH3:36][N:37]([CH3:43])[CH2:38][CH2:39][CH2:40][NH:41][CH3:42].